This data is from Forward reaction prediction with 1.9M reactions from USPTO patents (1976-2016). The task is: Predict the product of the given reaction. (1) Given the reactants CB(O)O.[N:5]1([C:10]2[CH:15]=[CH:14][C:13]([C:16]3[CH:21]=[CH:20][C:19]([C:22]4[N:27]=[C:26]5[N:28]=[C:29]([O:31][C@H:32]6[C@H:36]7[O:37][CH2:38][C@@H:39]([OH:40])[C@H:35]7[O:34][CH2:33]6)[NH:30][C:25]5=[CH:24][C:23]=4Cl)=[CH:18][CH:17]=3)=[CH:12][CH:11]=2)[CH:9]=[N:8][CH:7]=[N:6]1.[C:42](=O)([O-])[O-].[K+].[K+], predict the reaction product. The product is: [N:5]1([C:10]2[CH:15]=[CH:14][C:13]([C:16]3[CH:21]=[CH:20][C:19]([C:22]4[N:27]=[C:26]5[N:28]=[C:29]([O:31][C@H:32]6[C@H:36]7[O:37][CH2:38][C@@H:39]([OH:40])[C@H:35]7[O:34][CH2:33]6)[NH:30][C:25]5=[CH:24][C:23]=4[CH3:42])=[CH:18][CH:17]=3)=[CH:12][CH:11]=2)[CH:9]=[N:8][CH:7]=[N:6]1. (2) The product is: [CH3:12][O:11][C:8]1[CH:9]=[CH:10][C:5]([C:3]2[N:14]=[C:15]([NH2:17])[S:16][C:2]=2[CH3:13])=[CH:6][CH:7]=1. Given the reactants Br[CH:2]([CH3:13])[C:3]([C:5]1[CH:10]=[CH:9][C:8]([O:11][CH3:12])=[CH:7][CH:6]=1)=O.[NH2:14][C:15]([NH2:17])=[S:16], predict the reaction product.